From a dataset of Peptide-MHC class II binding affinity with 134,281 pairs from IEDB. Regression. Given a peptide amino acid sequence and an MHC pseudo amino acid sequence, predict their binding affinity value. This is MHC class II binding data. (1) The peptide sequence is EKKGFAATQFEPLAA. The MHC is HLA-DQA10101-DQB10501 with pseudo-sequence HLA-DQA10101-DQB10501. The binding affinity (normalized) is 0.572. (2) The peptide sequence is NSFKPFAEYKSDYVY. The MHC is DRB1_0401 with pseudo-sequence DRB1_0401. The binding affinity (normalized) is 0.449. (3) The peptide sequence is QLQPFPQPQLPYPQPQP. The MHC is DRB1_1201 with pseudo-sequence DRB1_1201. The binding affinity (normalized) is 0.211. (4) The MHC is H-2-IAb with pseudo-sequence H-2-IAb. The peptide sequence is FRNQWLLESDHLISE. The binding affinity (normalized) is 0. (5) The peptide sequence is TSAVGAPTGATTAAA. The MHC is HLA-DPA10103-DPB10401 with pseudo-sequence HLA-DPA10103-DPB10401. The binding affinity (normalized) is 0.